This data is from Aqueous solubility values for 9,982 compounds from the AqSolDB database. The task is: Regression/Classification. Given a drug SMILES string, predict its absorption, distribution, metabolism, or excretion properties. Task type varies by dataset: regression for continuous measurements (e.g., permeability, clearance, half-life) or binary classification for categorical outcomes (e.g., BBB penetration, CYP inhibition). For this dataset (solubility_aqsoldb), we predict Y. (1) The compound is Cc1ccc(S(=O)(=O)Nc2nnc(S(N)(=O)=O)s2)cc1. The Y is -1.22 log mol/L. (2) The compound is C=C(C)C(=O)OCCOCCOCCOCCOC(=O)C(=C)C. The Y is -1.42 log mol/L. (3) The compound is O=P([O-])(OCc1ccccc1)OCc1ccccc1.[K+]. The Y is 0.500 log mol/L.